From a dataset of Forward reaction prediction with 1.9M reactions from USPTO patents (1976-2016). Predict the product of the given reaction. (1) Given the reactants Br[C:2]1[S:3][C:4]([CH2:8][O:9][C:10]2[CH:15]=[CH:14][C:13]([C:16]3[NH:17][O:18][C:19](=[O:21])[N:20]=3)=[C:12]([Cl:22])[CH:11]=2)=[C:5]([CH3:7])[N:6]=1.[S:23]1[C:27](B(O)O)=[CH:26][C:25]2[CH:31]=[CH:32][CH:33]=[CH:34][C:24]1=2.C(=O)([O-])[O-].[Cs+].[Cs+], predict the reaction product. The product is: [S:23]1[C:27]([C:2]2[S:3][C:4]([CH2:8][O:9][C:10]3[CH:15]=[CH:14][C:13]([C:16]4[NH:17][O:18][C:19](=[O:21])[N:20]=4)=[C:12]([Cl:22])[CH:11]=3)=[C:5]([CH3:7])[N:6]=2)=[CH:26][C:25]2[CH:31]=[CH:32][CH:33]=[CH:34][C:24]1=2. (2) Given the reactants [CH2:1]([C:3]1[CH:28]=[CH:27][CH:26]=[C:25]([CH3:29])[C:4]=1[CH2:5][NH:6][C:7]1[C:15]2[N:14]=[C:13]([CH2:16][O:17][CH3:18])[N:12]([CH3:19])[C:11]=2[CH:10]=[C:9]([C:20]([O:22]CC)=[O:21])[CH:8]=1)[CH3:2].[OH-].[Na+].O.Cl, predict the reaction product. The product is: [CH2:1]([C:3]1[CH:28]=[CH:27][CH:26]=[C:25]([CH3:29])[C:4]=1[CH2:5][NH:6][C:7]1[C:15]2[N:14]=[C:13]([CH2:16][O:17][CH3:18])[N:12]([CH3:19])[C:11]=2[CH:10]=[C:9]([C:20]([OH:22])=[O:21])[CH:8]=1)[CH3:2]. (3) Given the reactants [CH2:1]([N:8]1[CH2:13][CH2:12][C:11]([NH:16]C(=O)C)([CH2:14][CH3:15])[CH2:10][CH2:9]1)[C:2]1[CH:7]=[CH:6][CH:5]=[CH:4][CH:3]=1.Cl.[OH-].[Na+], predict the reaction product. The product is: [CH2:1]([N:8]1[CH2:13][CH2:12][C:11]([CH2:14][CH3:15])([NH2:16])[CH2:10][CH2:9]1)[C:2]1[CH:3]=[CH:4][CH:5]=[CH:6][CH:7]=1. (4) Given the reactants [CH:1]1([NH:7][C:8]2[S:9][CH:10]([CH2:14][C:15](O)=O)[C:11](=[O:13])[N:12]=2)[CH2:6][CH2:5][CH2:4][CH2:3][CH2:2]1.[C:18]1([NH2:25])[CH:23]=[CH:22][CH:21]=[CH:20][C:19]=1[NH2:24].Cl.CN(C)CCCN=C=NCC, predict the reaction product. The product is: [NH:24]1[C:19]2[CH:20]=[CH:21][CH:22]=[CH:23][C:18]=2[N:25]=[C:15]1[CH2:14][CH:10]1[S:9][C:8]([NH:7][CH:1]2[CH2:6][CH2:5][CH2:4][CH2:3][CH2:2]2)=[N:12][C:11]1=[O:13]. (5) The product is: [CH2:3]([N:10]1[CH2:14][C@H:13]([C:15]2[CH:20]=[CH:19][C:18]([Cl:21])=[C:17]([Cl:22])[CH:16]=2)[C@H:12]([C:23]([OH:25])=[O:24])[CH2:11]1)[C:4]1[CH:9]=[CH:8][CH:7]=[CH:6][CH:5]=1. Given the reactants O=O.[CH2:3]([N:10]1[CH2:14][C:13]([C:15]2[CH:20]=[CH:19][C:18]([Cl:21])=[C:17]([Cl:22])[CH:16]=2)=[C:12]([C:23]([OH:25])=[O:24])[CH2:11]1)[C:4]1[CH:9]=[CH:8][CH:7]=[CH:6][CH:5]=1.[H][H], predict the reaction product. (6) Given the reactants [O:1]([C:8]1[CH:9]=[C:10]([CH:12]=[CH:13][CH:14]=1)[NH2:11])[C:2]1[CH:7]=[CH:6][CH:5]=[CH:4][CH:3]=1.[OH:15][C:16]1[CH:17]=[C:18]([CH:21]=[CH:22][CH:23]=1)[CH:19]=O.C(O)(=O)C.[BH-](OC(C)=O)(OC(C)=O)OC(C)=O.[Na+].Cl.[OH-].[Na+], predict the reaction product. The product is: [O:1]([C:8]1[CH:9]=[C:10]([NH:11][CH2:19][C:18]2[CH:21]=[CH:22][CH:23]=[C:16]([OH:15])[CH:17]=2)[CH:12]=[CH:13][CH:14]=1)[C:2]1[CH:3]=[CH:4][CH:5]=[CH:6][CH:7]=1. (7) Given the reactants [NH2:1][C:2]1[C:10]([Br:11])=[CH:9][CH:8]=[CH:7][C:3]=1[C:4]([NH2:6])=[O:5].[CH3:12][N:13]([CH3:23])[CH:14]1[CH2:19][CH2:18][CH:17]([C:20](Cl)=O)[CH2:16][CH2:15]1, predict the reaction product. The product is: [Br:11][C:10]1[CH:9]=[CH:8][CH:7]=[C:3]2[C:2]=1[N:1]=[C:20]([CH:17]1[CH2:18][CH2:19][CH:14]([N:13]([CH3:23])[CH3:12])[CH2:15][CH2:16]1)[NH:6][C:4]2=[O:5]. (8) Given the reactants [CH:1]1[C:10]2[C:9]([NH2:11])=[N:8][C:7]3[CH:12]=[CH:13][CH:14]=[CH:15][C:6]=3[NH:5][C:4]=2[S:3][CH:2]=1.[CH3:16][O:17][CH2:18][CH2:19][CH2:20][C@H:21]1[CH2:26]N[CH2:24][CH2:23][NH:22]1.CS(C)=O.C1(C)C=CC=CC=1, predict the reaction product. The product is: [CH3:16][O:17][CH2:18][CH2:19][CH2:20][C@@H:21]1[NH:22][CH2:23][CH2:24][N:11]([C:9]2[C:10]3[CH:1]=[CH:2][S:3][C:4]=3[NH:5][C:6]3[CH:15]=[CH:14][CH:13]=[CH:12][C:7]=3[N:8]=2)[CH2:26]1. (9) Given the reactants Br[C:2]1[CH:7]=[CH:6][C:5]([C:8]([CH3:11])([CH3:10])[CH3:9])=[CH:4][CH:3]=1.N12CCCN=C1CCCCC2.[CH2:23]([OH:26])[C:24]#[CH:25], predict the reaction product. The product is: [C:8]([C:5]1[CH:6]=[CH:7][C:2]([C:25]#[C:24][CH2:23][OH:26])=[CH:3][CH:4]=1)([CH3:11])([CH3:10])[CH3:9]. (10) Given the reactants O[CH2:2][C:3]1[C:11]2[C:6](=[N:7][CH:8]=[C:9]([C:23]#[N:24])[C:10]=2[NH:12][C:13]2[C:14]([CH3:22])=[C:15]3[C:19](=[CH:20][CH:21]=2)[NH:18][CH:17]=[CH:16]3)[S:5][CH:4]=1.C(N(CC)CC)C.S(Cl)(C)(=O)=O.[CH3:37][N:38]1[CH2:43][CH2:42][NH:41][CH2:40][CH2:39]1, predict the reaction product. The product is: [CH3:22][C:14]1[C:13]([NH:12][C:10]2[C:9]([C:23]#[N:24])=[CH:8][N:7]=[C:6]3[S:5][CH:4]=[C:3]([CH2:2][N:41]4[CH2:42][CH2:43][N:38]([CH3:37])[CH2:39][CH2:40]4)[C:11]=23)=[CH:21][CH:20]=[C:19]2[C:15]=1[CH:16]=[CH:17][NH:18]2.